Dataset: Merck oncology drug combination screen with 23,052 pairs across 39 cell lines. Task: Regression. Given two drug SMILES strings and cell line genomic features, predict the synergy score measuring deviation from expected non-interaction effect. (1) Synergy scores: synergy=8.38. Drug 2: CCc1cnn2c(NCc3ccc[n+]([O-])c3)cc(N3CCCCC3CCO)nc12. Drug 1: CCN(CC)CCNC(=O)c1c(C)[nH]c(C=C2C(=O)Nc3ccc(F)cc32)c1C. Cell line: DLD1. (2) Drug 1: CC1CC2C3CCC4=CC(=O)C=CC4(C)C3(F)C(O)CC2(C)C1(O)C(=O)CO. Drug 2: COC1CC2CCC(C)C(O)(O2)C(=O)C(=O)N2CCCCC2C(=O)OC(C(C)CC2CCC(OP(C)(C)=O)C(OC)C2)CC(=O)C(C)C=C(C)C(O)C(OC)C(=O)C(C)CC(C)C=CC=CC=C1C. Cell line: A427. Synergy scores: synergy=17.8.